This data is from TCR-epitope binding with 47,182 pairs between 192 epitopes and 23,139 TCRs. The task is: Binary Classification. Given a T-cell receptor sequence (or CDR3 region) and an epitope sequence, predict whether binding occurs between them. (1) The epitope is SEISMDNSPNL. The TCR CDR3 sequence is CASSLTGLETQYF. Result: 0 (the TCR does not bind to the epitope). (2) The TCR CDR3 sequence is CASSYEKGIMNTEAFF. Result: 0 (the TCR does not bind to the epitope). The epitope is FPRPWLHGL. (3) The epitope is FLKEKGGL. The TCR CDR3 sequence is CASSEYGAAVYEQYF. Result: 1 (the TCR binds to the epitope). (4) The TCR CDR3 sequence is CSVETTNTGELFF. Result: 1 (the TCR binds to the epitope). The epitope is FLPRVFSAV. (5) The epitope is SFHSLHLLF. The TCR CDR3 sequence is CASSSYRGLVSPLHF. Result: 0 (the TCR does not bind to the epitope).